Task: Predict the reactants needed to synthesize the given product.. Dataset: Full USPTO retrosynthesis dataset with 1.9M reactions from patents (1976-2016) Given the product [CH3:25][O:26][C:27]12[CH2:33][C:30]([CH2:34][CH2:35][CH:36]([CH3:42])[C:37]([O:39][CH2:40][CH3:41])=[O:38])([CH2:29][CH2:28]1)[CH2:31][CH2:32]2, predict the reactants needed to synthesize it. The reactants are: FC1C=C(C=C(F)C=1)C(OC12CC(/C=C/C(OC)=O)(CC1)CC2)=O.[CH3:25][O:26][C:27]12[CH2:33][C:30]([CH2:34]/[CH:35]=[C:36](\[CH3:42])/[C:37]([O:39][CH2:40][CH3:41])=[O:38])([CH2:31][CH2:32]1)[CH2:29][CH2:28]2.